From a dataset of Forward reaction prediction with 1.9M reactions from USPTO patents (1976-2016). Predict the product of the given reaction. Given the reactants COC1C=C[C:6]([C@@H:9]([N:11]([CH2:22][C:23]2[N:24]=[C:25]3[CH:30]=[CH:29][CH:28]=[C:27]([N:31]4[CH2:36][CH2:35][N:34]([CH3:37])[CH2:33][CH2:32]4)[N:26]3[C:38]=2[CH2:39][OH:40])[C@@H:12]2[C:21]3[N:20]=[CH:19][CH:18]=[CH:17][C:16]=3[CH2:15][CH2:14][CH2:13]2)C)=[CH:5][CH:4]=1.C1(C=O)CC1, predict the reaction product. The product is: [CH:6]1([CH2:9][N:11]([CH2:22][C:23]2[N:24]=[C:25]3[CH:30]=[CH:29][CH:28]=[C:27]([N:31]4[CH2:32][CH2:33][N:34]([CH3:37])[CH2:35][CH2:36]4)[N:26]3[C:38]=2[CH2:39][OH:40])[C@@H:12]2[C:21]3[N:20]=[CH:19][CH:18]=[CH:17][C:16]=3[CH2:15][CH2:14][CH2:13]2)[CH2:5][CH2:4]1.